From a dataset of Cav3 T-type calcium channel HTS with 100,875 compounds. Binary Classification. Given a drug SMILES string, predict its activity (active/inactive) in a high-throughput screening assay against a specified biological target. The compound is o1c(CNc2nccc3n(nnc23)C)ccc1. The result is 0 (inactive).